From a dataset of Reaction yield outcomes from USPTO patents with 853,638 reactions. Predict the reaction yield, written as a fraction of the theoretical maximum amount of product (1.0 means a 100% yield; for example, 0.34 means a 34% yield). (1) The reactants are [OH:1][C:2]1[C:7]2[CH:8]=[CH:9][C:10]([OH:12])=[CH:11][C:6]=2[O:5][C:4](=[O:13])[CH:3]=1.[N+:14]([C:17]1[CH:18]=[C:19]([CH:22]=[CH:23][CH:24]=1)[CH:20]=O)([O-:16])=[O:15].C(N(CC)CC)C.C(O)=O.Cl. The product is [OH:1][C:2]1[C:7]2[CH:8]=[CH:9][C:10]([OH:12])=[CH:11][C:6]=2[O:5][C:4](=[O:13])[C:3]=1[CH2:20][C:19]1[CH:22]=[CH:23][CH:24]=[C:17]([N+:14]([O-:16])=[O:15])[CH:18]=1. The yield is 0.340. The catalyst is C(OCC)(=O)C. (2) The reactants are [C:1]([O:5][C:6]([N:8]([C:16]1[C@:21]([CH2:25][F:26])([CH2:22][CH2:23]I)[S:20](=[O:28])(=[O:27])[CH2:19][C@:18]([C:30]2[CH:35]=[C:34]([N+:36]([O-:38])=[O:37])[CH:33]=[CH:32][C:31]=2[F:39])([CH3:29])[N:17]=1)[C:9](=[O:15])[O:10][C:11]([CH3:14])([CH3:13])[CH3:12])=[O:7])([CH3:4])([CH3:3])[CH3:2].C[Si]([N-][Si](C)(C)C)(C)C.[Li+]. The catalyst is C1COCC1. The product is [C:1]([O:5][C:6]([N:8]([C:16]1[C@@:21]2([CH2:25][F:26])[S:20](=[O:28])(=[O:27])[C@H:19]([CH2:23][CH2:22]2)[C@:18]([C:30]2[CH:35]=[C:34]([N+:36]([O-:38])=[O:37])[CH:33]=[CH:32][C:31]=2[F:39])([CH3:29])[N:17]=1)[C:9](=[O:15])[O:10][C:11]([CH3:14])([CH3:13])[CH3:12])=[O:7])([CH3:4])([CH3:3])[CH3:2]. The yield is 1.00. (3) The reactants are [NH2:1][C:2]1[CH:7]=[CH:6][C:5]([S:8]([NH2:11])(=[O:10])=[O:9])=[CH:4][CH:3]=1.[C:12](Cl)(=[O:22])[C:13]1[C:14](=[CH:18][CH:19]=[CH:20][CH:21]=1)[C:15](Cl)=[O:16].Cl. The catalyst is N1C=CC=CC=1. The product is [O:16]=[C:15]1[C:14]2[CH:18]=[CH:19][CH:20]=[CH:21][C:13]=2[C:12](=[O:22])[N:1]1[C:2]1[CH:7]=[CH:6][C:5]([S:8]([NH2:11])(=[O:9])=[O:10])=[CH:4][CH:3]=1. The yield is 0.900. (4) The reactants are ClS(O)(=O)=O.C1([C:12]2[C:13](=[O:23])[O:14][CH2:15][C:16]=2[C:17]2[CH:22]=[CH:21][CH:20]=[CH:19][CH:18]=2)C=CC=CC=1. The catalyst is ClCCl. The product is [C:17]1([C:16]2[CH2:15][O:14][C:13](=[O:23])[CH:12]=2)[CH:18]=[CH:19][CH:20]=[CH:21][CH:22]=1. The yield is 0.500. (5) The reactants are [CH:1]([C:3]1[CH:4]=[CH:5][C:6]([N:11]2[CH:15]=[N:14][C:13]([N+:16]([O-:18])=[O:17])=[N:12]2)=[C:7]([CH:10]=1)[C:8]#[N:9])=O.[C:19]([O-])([O-])=O.[K+].[K+]. The catalyst is O1CCOCC1.[Br-].C[P+](C1C=CC=CC=1)(C1C=CC=CC=1)C1C=CC=CC=1. The product is [N+:16]([C:13]1[N:14]=[CH:15][N:11]([C:6]2[CH:5]=[CH:4][C:3]([CH:1]=[CH2:19])=[CH:10][C:7]=2[C:8]#[N:9])[N:12]=1)([O-:18])=[O:17]. The yield is 0.700.